From a dataset of Reaction yield outcomes from USPTO patents with 853,638 reactions. Predict the reaction yield, written as a fraction of the theoretical maximum amount of product (1.0 means a 100% yield; for example, 0.34 means a 34% yield). The reactants are [Na+].[Cl:2][C:3]1[CH:8]=[CH:7][C:6]([C:9]#[C:10][CH2:11][O:12][C:13]2[CH:18]=[CH:17][C:16]([S:19]([O-:22])(=O)=[O:20])=[CH:15][CH:14]=2)=[CH:5][CH:4]=1.P(Cl)(Cl)(Cl)(Cl)[Cl:24]. The catalyst is ClCCl. The product is [Cl:2][C:3]1[CH:8]=[CH:7][C:6]([C:9]#[C:10][CH2:11][O:12][C:13]2[CH:18]=[CH:17][C:16]([S:19]([Cl:24])(=[O:22])=[O:20])=[CH:15][CH:14]=2)=[CH:5][CH:4]=1. The yield is 0.170.